From a dataset of Full USPTO retrosynthesis dataset with 1.9M reactions from patents (1976-2016). Predict the reactants needed to synthesize the given product. (1) The reactants are: [CH3:1][CH:2]([CH3:30])[CH2:3][C@H:4]([NH:22][C:23](=[O:29])[O:24][C:25]([CH3:28])([CH3:27])[CH3:26])[CH2:5][O:6][C:7]1[CH:8]=[CH:9][C:10]2[C:20]3[C:15](=[CH:16][N:17]=[CH:18][CH:19]=3)[C:14](=[O:21])[O:13][C:11]=2[CH:12]=1.C1C(=O)N([Br:38])C(=O)C1.O. Given the product [Br:38][C:8]1[C:7]([O:6][CH2:5][C@@H:4]([NH:22][C:23](=[O:29])[O:24][C:25]([CH3:28])([CH3:27])[CH3:26])[CH2:3][CH:2]([CH3:30])[CH3:1])=[CH:12][C:11]2[O:13][C:14](=[O:21])[C:15]3[C:20]([C:10]=2[CH:9]=1)=[CH:19][CH:18]=[N:17][CH:16]=3, predict the reactants needed to synthesize it. (2) Given the product [Cl:19][C:20]1[N:21]=[CH:22][C:23]([CH2:26][C:2]2[N:7]=[C:6]([C:8]3[N:17]=[CH:16][C:15]4[CH2:14][CH2:13][CH2:12][CH2:11][C:10]=4[N:9]=3)[CH:5]=[CH:4][CH:3]=2)=[CH:24][CH:25]=1, predict the reactants needed to synthesize it. The reactants are: Br[C:2]1[N:7]=[C:6]([C:8]2[N:17]=[CH:16][C:15]3[CH2:14][CH2:13][CH2:12][CH2:11][C:10]=3[N:9]=2)[CH:5]=[CH:4][CH:3]=1.[Cl-].[Cl:19][C:20]1[CH:25]=[CH:24][C:23]([CH2:26][Zn+])=[CH:22][N:21]=1. (3) Given the product [CH:46]1([P:39]([CH:40]2[CH2:41][CH2:42][CH2:43][CH2:44][CH2:45]2)[C:8]2[N:7]([C:5]([N:4]([CH:1]([CH3:3])[CH3:2])[CH:18]([CH3:20])[CH3:19])=[O:6])[C:11]3[CH:12]=[C:13]([CH3:17])[C:14]([CH3:16])=[CH:15][C:10]=3[N:9]=2)[CH2:47][CH2:48][CH2:49][CH2:50][CH2:51]1, predict the reactants needed to synthesize it. The reactants are: [CH:1]([N:4]([CH:18]([CH3:20])[CH3:19])[C:5]([N:7]1[C:11]2[CH:12]=[C:13]([CH3:17])[C:14]([CH3:16])=[CH:15][C:10]=2[N:9]=[CH:8]1)=[O:6])([CH3:3])[CH3:2].C1COCC1.C1(C)C=CC=CC=1.[Li]CCCC.Cl[P:39]([CH:46]1[CH2:51][CH2:50][CH2:49][CH2:48][CH2:47]1)[CH:40]1[CH2:45][CH2:44][CH2:43][CH2:42][CH2:41]1. (4) Given the product [NH:3]1[C:4]2[CH:9]=[CH:8][CH:7]=[CH:6][C:5]=2[N:1]=[C:2]1[S:10][C:11]1[O:15][C:14](/[CH:16]=[C:25]2/[C:26](=[O:31])[NH:27][C:28](=[O:30])[CH2:29]/2)=[CH:13][CH:12]=1, predict the reactants needed to synthesize it. The reactants are: [NH:1]1[C:5]2[CH:6]=[CH:7][CH:8]=[CH:9][C:4]=2[N:3]=[C:2]1[S:10][C:11]1[O:15][C:14]([CH:16]=O)=[CH:13][CH:12]=1.C1(P(C2C=CC=CC=2)(C2C=CC=CC=2)=[C:25]2[CH2:29][C:28](=[O:30])[NH:27][C:26]2=[O:31])C=CC=CC=1. (5) Given the product [OH:24][C:21]([CH3:23])([C:20](=[O:25])[CH2:19][CH2:18][C@@H:17]([C@@H:11]1[C@:12]2([CH3:16])[C@H:8]([C@@H:7]([OH:6])[CH2:15][CH2:14][CH2:13]2)[CH2:9][CH2:10]1)[CH2:26][CH2:27][CH2:28][C:29]([OH:32])([CH3:31])[CH3:30])[CH3:22], predict the reactants needed to synthesize it. The reactants are: C([Si](C)(C)[O:6][C@H:7]1[CH2:15][CH2:14][CH2:13][C@@:12]2([CH3:16])[C@H:8]1[CH2:9][CH2:10][C@@H:11]2[C@@H:17]([CH2:26][CH2:27][CH2:28][C:29]([OH:32])([CH3:31])[CH3:30])[CH2:18][CH2:19][C:20](=[O:25])[C:21]([OH:24])([CH3:23])[CH3:22])(C)(C)C.F[Si-2](F)(F)(F)(F)F.[H+].[H+].C(OCC)(=O)C.O.